This data is from Full USPTO retrosynthesis dataset with 1.9M reactions from patents (1976-2016). The task is: Predict the reactants needed to synthesize the given product. (1) Given the product [Cl:11][C:4]1[CH:3]=[C:2]([C:16]2[CH:15]=[CH:14][C:13]([Cl:12])=[C:18]([Cl:19])[CH:17]=2)[N:7]=[C:6]2[CH2:8][CH2:9][CH2:10][C:5]=12, predict the reactants needed to synthesize it. The reactants are: Cl[C:2]1[N:7]=[C:6]2[CH2:8][CH2:9][CH2:10][C:5]2=[C:4]([Cl:11])[CH:3]=1.[Cl:12][C:13]1[CH:14]=[C:15](B(O)O)[CH:16]=[CH:17][C:18]=1[Cl:19]. (2) Given the product [Cl:63][CH2:64][CH:65]([OH:72])[CH2:66][C:67]([O:69][CH2:70][CH3:71])=[O:68], predict the reactants needed to synthesize it. The reactants are: O=C[C@@H]([C@H]([C@@H]([C@@H](CO)O)O)O)O.C1C=[N+]([C@@H]2O[C@H](COP(OP(OC[C@H]3O[C@@H](N4C5N=CN=C(N)C=5N=C4)[C@H](OP(O)(O)=O)[C@@H]3O)(O)=O)(O)=O)[C@@H](O)[C@H]2O)C=C(C(N)=O)C=1.[OH-].[Na+].[Cl:63][CH2:64][C:65](=[O:72])[CH2:66][C:67]([O:69][CH2:70][CH3:71])=[O:68]. (3) Given the product [CH3:38][C@@H:37]([CH2:39][CH3:40])[C@H:36]([NH:35][C:28](=[O:29])[O:30][C:31]([CH3:33])([CH3:32])[CH3:34])[C:41]([NH:1][CH2:2][C@@H:3]([C:4]1[CH:5]=[CH:6][C:7]([O:10][CH2:11][CH:12]([CH3:16])[CH2:13][CH2:14][CH3:15])=[CH:8][CH:9]=1)[NH:17][C:18](=[O:27])[C@H:19]([C:21]1[CH:22]=[CH:23][CH:24]=[CH:25][CH:26]=1)[CH3:20])=[O:42], predict the reactants needed to synthesize it. The reactants are: [NH2:1][CH2:2][C@H:3]([NH:17][C:18](=[O:27])[C@H:19]([C:21]1[CH:26]=[CH:25][CH:24]=[CH:23][CH:22]=1)[CH3:20])[C:4]1[CH:9]=[CH:8][C:7]([O:10][CH2:11][CH:12]([CH3:16])[CH2:13][CH2:14][CH3:15])=[CH:6][CH:5]=1.[C:28]([NH:35][C@H:36]([C:41](O)=[O:42])[C@H:37]([CH2:39][CH3:40])[CH3:38])([O:30][C:31]([CH3:34])([CH3:33])[CH3:32])=[O:29].C(N(CC)C(C)C)(C)C.CN(C(ON1N=NC2C=CC=NC1=2)=[N+](C)C)C.F[P-](F)(F)(F)(F)F.C([O-])(O)=O.[Na+].